This data is from NCI-60 drug combinations with 297,098 pairs across 59 cell lines. The task is: Regression. Given two drug SMILES strings and cell line genomic features, predict the synergy score measuring deviation from expected non-interaction effect. (1) Synergy scores: CSS=11.9, Synergy_ZIP=-3.34, Synergy_Bliss=-1.71, Synergy_Loewe=0.174, Synergy_HSA=0.364. Cell line: HT29. Drug 1: CCN(CC)CCNC(=O)C1=C(NC(=C1C)C=C2C3=C(C=CC(=C3)F)NC2=O)C. Drug 2: CCC1(CC2CC(C3=C(CCN(C2)C1)C4=CC=CC=C4N3)(C5=C(C=C6C(=C5)C78CCN9C7C(C=CC9)(C(C(C8N6C)(C(=O)OC)O)OC(=O)C)CC)OC)C(=O)OC)O.OS(=O)(=O)O. (2) Drug 1: CCC(=C(C1=CC=CC=C1)C2=CC=C(C=C2)OCCN(C)C)C3=CC=CC=C3.C(C(=O)O)C(CC(=O)O)(C(=O)O)O. Drug 2: CC1C(C(CC(O1)OC2CC(CC3=C2C(=C4C(=C3O)C(=O)C5=C(C4=O)C(=CC=C5)OC)O)(C(=O)CO)O)N)O.Cl. Cell line: NCI/ADR-RES. Synergy scores: CSS=7.16, Synergy_ZIP=-2.41, Synergy_Bliss=0.135, Synergy_Loewe=0.299, Synergy_HSA=0.473. (3) Drug 1: C1CNP(=O)(OC1)N(CCCl)CCCl. Drug 2: C1C(C(OC1N2C=NC3=C2NC=NCC3O)CO)O. Cell line: K-562. Synergy scores: CSS=13.9, Synergy_ZIP=6.20, Synergy_Bliss=12.3, Synergy_Loewe=1.33, Synergy_HSA=1.54. (4) Drug 1: CCC1(CC2CC(C3=C(CCN(C2)C1)C4=CC=CC=C4N3)(C5=C(C=C6C(=C5)C78CCN9C7C(C=CC9)(C(C(C8N6C=O)(C(=O)OC)O)OC(=O)C)CC)OC)C(=O)OC)O.OS(=O)(=O)O. Drug 2: C1=CC=C(C=C1)NC(=O)CCCCCCC(=O)NO. Cell line: T-47D. Synergy scores: CSS=16.7, Synergy_ZIP=-9.59, Synergy_Bliss=-8.28, Synergy_Loewe=-9.30, Synergy_HSA=-6.17. (5) Drug 1: CCCS(=O)(=O)NC1=C(C(=C(C=C1)F)C(=O)C2=CNC3=C2C=C(C=N3)C4=CC=C(C=C4)Cl)F. Drug 2: COC1=C2C(=CC3=C1OC=C3)C=CC(=O)O2. Cell line: TK-10. Synergy scores: CSS=7.48, Synergy_ZIP=2.41, Synergy_Bliss=-1.59, Synergy_Loewe=-1.40, Synergy_HSA=-1.33. (6) Drug 1: CCC1=CC2CC(C3=C(CN(C2)C1)C4=CC=CC=C4N3)(C5=C(C=C6C(=C5)C78CCN9C7C(C=CC9)(C(C(C8N6C)(C(=O)OC)O)OC(=O)C)CC)OC)C(=O)OC.C(C(C(=O)O)O)(C(=O)O)O. Drug 2: CC1=C(C(=O)C2=C(C1=O)N3CC4C(C3(C2COC(=O)N)OC)N4)N. Cell line: OVCAR-8. Synergy scores: CSS=37.8, Synergy_ZIP=0.694, Synergy_Bliss=0.864, Synergy_Loewe=1.45, Synergy_HSA=3.00.